This data is from Full USPTO retrosynthesis dataset with 1.9M reactions from patents (1976-2016). The task is: Predict the reactants needed to synthesize the given product. (1) Given the product [CH2:1]1[O:11][CH:2]1[C:3]1[CH:8]=[CH:7][CH:6]=[CH:5][CH:4]=1, predict the reactants needed to synthesize it. The reactants are: [CH2:1]=[CH:2][C:3]1[CH:8]=[CH:7][CH:6]=[CH:5][CH:4]=1.NC(N)=[O:11].C(=O)(O)[O-].[Na+].OO. (2) The reactants are: [NH2:1][C:2]1[N:7]=[C:6]([C:8]2[CH:15]=[CH:14][C:11]([C:12]#[N:13])=[C:10](F)[CH:9]=2)[CH:5]=[C:4]([N:17]2[CH2:22][CH2:21][O:20][CH:19]([C:23]3[NH:24][CH:25]=[C:26]([C:28]4[CH:33]=[CH:32][C:31]([O:34][CH3:35])=[CH:30][CH:29]=4)[N:27]=3)[CH2:18]2)[N:3]=1.[NH2:36][NH2:37]. Given the product [NH2:1][C:2]1[N:7]=[C:6]([C:8]2[CH:9]=[C:10]3[C:11]([C:12]([NH2:13])=[N:36][NH:37]3)=[CH:14][CH:15]=2)[CH:5]=[C:4]([N:17]2[CH2:22][CH2:21][O:20][CH:19]([C:23]3[NH:24][CH:25]=[C:26]([C:28]4[CH:33]=[CH:32][C:31]([O:34][CH3:35])=[CH:30][CH:29]=4)[N:27]=3)[CH2:18]2)[N:3]=1, predict the reactants needed to synthesize it. (3) Given the product [CH3:1][O:2][C:3]1[CH:4]=[C:5]([C:11]2[CH:12]=[CH:13][C:14]3[N:15]([C:17]([C:21]4[CH:25]=[CH:24][N:23]([S:34]([C:31]5[CH:30]=[CH:29][C:28]([C:26]#[N:27])=[CH:33][CH:32]=5)(=[O:36])=[O:35])[N:22]=4)=[C:18]([CH3:20])[N:19]=3)[N:16]=2)[CH:6]=[CH:7][C:8]=1[O:9][CH3:10], predict the reactants needed to synthesize it. The reactants are: [CH3:1][O:2][C:3]1[CH:4]=[C:5]([C:11]2[CH:12]=[CH:13][C:14]3[N:15]([C:17]([C:21]4[CH:25]=[CH:24][NH:23][N:22]=4)=[C:18]([CH3:20])[N:19]=3)[N:16]=2)[CH:6]=[CH:7][C:8]=1[O:9][CH3:10].[C:26]([C:28]1[CH:33]=[CH:32][C:31]([S:34](Cl)(=[O:36])=[O:35])=[CH:30][CH:29]=1)#[N:27]. (4) Given the product [CH3:1][O:2][C:3](=[O:23])[CH:4]([C:10]1[CH:11]=[C:12]([O:17][CH2:18][C:19]([F:22])([F:21])[F:20])[C:13]([NH2:16])=[C:14]([Br:24])[CH:15]=1)[CH2:5][CH:6]1[CH2:7][CH2:8][CH2:9]1, predict the reactants needed to synthesize it. The reactants are: [CH3:1][O:2][C:3](=[O:23])[CH:4]([C:10]1[CH:15]=[CH:14][C:13]([NH2:16])=[C:12]([O:17][CH2:18][C:19]([F:22])([F:21])[F:20])[CH:11]=1)[CH2:5][CH:6]1[CH2:9][CH2:8][CH2:7]1.[Br:24]N1C(=O)CCC1=O.O.C(Cl)Cl. (5) Given the product [C:21]([C:24]1[CH:32]=[CH:31][C:27]([C:28]([NH:2][CH2:3][C:4](=[O:5])[NH:6][CH:7]([C:14]2[CH:19]=[CH:18][C:17]([Cl:20])=[CH:16][CH:15]=2)[C:8]2[CH:13]=[CH:12][CH:11]=[CH:10][CH:9]=2)=[O:29])=[CH:26][CH:25]=1)(=[O:23])[CH3:22], predict the reactants needed to synthesize it. The reactants are: Cl.[NH2:2][CH2:3][C:4]([NH:6][CH:7]([C:14]1[CH:19]=[CH:18][C:17]([Cl:20])=[CH:16][CH:15]=1)[C:8]1[CH:13]=[CH:12][CH:11]=[CH:10][CH:9]=1)=[O:5].[C:21]([C:24]1[CH:32]=[CH:31][C:27]([C:28](O)=[O:29])=[CH:26][CH:25]=1)(=[O:23])[CH3:22]. (6) The reactants are: CCN=C=NCCCN(C)C.Cl.[C:13]([C:16]1[CH:17]=[C:18]([CH:29]=[CH:30][CH:31]=1)[CH2:19][N:20]([CH3:28])[C:21](=[O:27])[O:22][C:23]([CH3:26])([CH3:25])[CH3:24])([OH:15])=O.[NH:32]1[C:41]2[C:36](=[CH:37][CH:38]=[CH:39][CH:40]=2)[NH:35][CH2:34][C:33]1=[O:42]. Given the product [N:35]1([C:13]([C:16]2[CH:17]=[C:18]([CH:29]=[CH:30][CH:31]=2)[CH2:19][N:20]([CH3:28])[C:21](=[O:27])[O:22][C:23]([CH3:26])([CH3:25])[CH3:24])=[O:15])[C:36]2[C:41](=[CH:40][CH:39]=[CH:38][CH:37]=2)[NH:32][C:33](=[O:42])[CH2:34]1, predict the reactants needed to synthesize it. (7) The reactants are: [NH2:1][C:2]([NH2:4])=[Se:3].[C:5]1([CH3:16])[C:6]([C:11]([CH2:13]C=O)=O)=[CH:7][CH:8]=[CH:9][CH:10]=1. Given the product [CH3:16][C:5]1[CH:10]=[CH:9][CH:8]=[CH:7][C:6]=1[C:11]1[Se:3][C:2]([NH2:4])=[N:1][CH:13]=1, predict the reactants needed to synthesize it. (8) The reactants are: [Cl:1][C:2]1[C:11]2[C:6](=[CH:7][C:8]([CH3:12])=[CH:9][CH:10]=2)[N:5]=[C:4]([C:13]2[C:18]([CH3:19])=[CH:17][CH:16]=[CH:15][C:14]=2[O:20]C)[N:3]=1.B(Br)(Br)Br. Given the product [Cl:1][C:2]1[C:11]2[C:6](=[CH:7][C:8]([CH3:12])=[CH:9][CH:10]=2)[N:5]=[C:4]([C:13]2[C:18]([CH3:19])=[CH:17][CH:16]=[CH:15][C:14]=2[OH:20])[N:3]=1, predict the reactants needed to synthesize it. (9) Given the product [CH2:1]([O:3][C:4](=[O:24])[CH2:5][C@@H:6]1[C:18]2[N:17]([C@H:51]([C:48]3[CH:49]=[CH:50][C:45]([Cl:44])=[CH:46][CH:47]=3)[CH3:52])[C:16]3[C:11](=[CH:12][C:13]([F:23])=[CH:14][C:15]=3[S:19]([CH3:22])(=[O:21])=[O:20])[C:10]=2[CH2:9][CH2:8][CH2:7]1)[CH3:2], predict the reactants needed to synthesize it. The reactants are: [CH2:1]([O:3][C:4](=[O:24])[CH2:5][C@@H:6]1[C:18]2[NH:17][C:16]3[C:11](=[CH:12][C:13]([F:23])=[CH:14][C:15]=3[S:19]([CH3:22])(=[O:21])=[O:20])[C:10]=2[CH2:9][CH2:8][CH2:7]1)[CH3:2].C1(P(C2C=CC=CC=2)C2C=CC=CC=2)C=CC=CC=1.[Cl:44][C:45]1[CH:50]=[CH:49][C:48]([C@H:51](O)[CH3:52])=[CH:47][CH:46]=1.N(C(OC(C)(C)C)=O)=NC(OC(C)(C)C)=O. (10) Given the product [OH:9][CH2:8][C:7]1[CH:6]=[C:5]([CH:13]=[C:12]([N:14]([S:18]([CH3:21])(=[O:20])=[O:19])[CH2:15][CH2:16][CH3:17])[CH:11]=1)[C:3]([O:2][CH3:1])=[O:4], predict the reactants needed to synthesize it. The reactants are: [CH3:1][O:2][C:3]([C:5]1[CH:6]=[C:7]([CH:11]=[C:12]([N:14]([S:18]([CH3:21])(=[O:20])=[O:19])[CH2:15][CH2:16][CH3:17])[CH:13]=1)[C:8](O)=[O:9])=[O:4].NC1C=C(C(OC)=O)C=C(C=1)C(OC)=O.C(I)CC.B.C1COCC1.